This data is from Experimental lipophilicity measurements (octanol/water distribution) for 4,200 compounds from AstraZeneca. The task is: Regression/Classification. Given a drug SMILES string, predict its absorption, distribution, metabolism, or excretion properties. Task type varies by dataset: regression for continuous measurements (e.g., permeability, clearance, half-life) or binary classification for categorical outcomes (e.g., BBB penetration, CYP inhibition). For this dataset (lipophilicity_astrazeneca), we predict Y. (1) The drug is Cn1ncc(Cl)c1-c1cc(C(=O)N[C@H](CN)Cc2cccc(F)c2)sc1Cl. The Y is 2.99 logD. (2) The molecule is Cc1c(F)ccc2c1c(Sc1ccc(Cl)cc1)c(C)n2CC(=O)O. The Y is 2.23 logD. (3) The molecule is O=c1[nH]c2c(O)ccc([C@@H](O)CNCCc3cccc(CN4CCCC4)c3)c2s1. The Y is -0.280 logD. (4) The compound is COc1ncccc1-c1cccc2c(N)c3c(nc12)CN(C1CCC1)C3=O. The Y is 3.26 logD. (5) The molecule is Cc1ccc(S(=O)(=O)Nc2c(C(=O)N[C@@H](C)C(C)(C)C)c(C)nn2C2CCOCC2)cc1. The Y is 0.500 logD.